Dataset: Forward reaction prediction with 1.9M reactions from USPTO patents (1976-2016). Task: Predict the product of the given reaction. (1) Given the reactants [O:1]=[C:2]1[C:10]2[C:5](=[CH:6][CH:7]=[CH:8][CH:9]=2)[C:4](=[O:11])[N:3]1[CH2:12][CH2:13][O:14][CH2:15][CH2:16][O:17][CH2:18][CH2:19][O:20][CH2:21][CH2:22][C:23]([O:25]C(C)(C)C)=[O:24], predict the reaction product. The product is: [O:1]=[C:2]1[C:10]2[C:5](=[CH:6][CH:7]=[CH:8][CH:9]=2)[C:4](=[O:11])[N:3]1[CH2:12][CH2:13][O:14][CH2:15][CH2:16][O:17][CH2:18][CH2:19][O:20][CH2:21][CH2:22][C:23]([OH:25])=[O:24]. (2) Given the reactants Br[C:2]1[CH:7]=[C:6]([F:8])[CH:5]=[CH:4][C:3]=1[N+:9]([O-:11])=[O:10].[Cl:12][C:13]1[CH:18]=[C:17]([Cl:19])[CH:16]=[CH:15][C:14]=1B(O)O.C(=O)([O-])[O-].[Na+].[Na+], predict the reaction product. The product is: [Cl:12][C:13]1[CH:18]=[C:17]([Cl:19])[CH:16]=[CH:15][C:14]=1[C:2]1[CH:7]=[C:6]([F:8])[CH:5]=[CH:4][C:3]=1[N+:9]([O-:11])=[O:10]. (3) Given the reactants Cl[C:2]1[N:3]=[C:4]([NH:21][C:22]2[N:23]=[CH:24][N:25]([CH3:27])[CH:26]=2)[C:5]2[N:10]([S:11]([C:14]3[CH:19]=[CH:18][C:17]([CH3:20])=[CH:16][CH:15]=3)(=[O:13])=[O:12])[CH:9]=[CH:8][C:6]=2[N:7]=1.Cl.[F:29][C:30]1[CH:31]=[N:32][C:33]([C@@H:36]([NH2:38])[CH3:37])=[N:34][CH:35]=1, predict the reaction product. The product is: [F:29][C:30]1[CH:31]=[N:32][C:33]([C@@H:36]([NH:38][C:2]2[N:3]=[C:4]([NH:21][C:22]3[N:23]=[CH:24][N:25]([CH3:27])[CH:26]=3)[C:5]3[N:10]([S:11]([C:14]4[CH:19]=[CH:18][C:17]([CH3:20])=[CH:16][CH:15]=4)(=[O:13])=[O:12])[CH:9]=[CH:8][C:6]=3[N:7]=2)[CH3:37])=[N:34][CH:35]=1.